Dataset: B-cell epitopes from IEDB database with 3,159 antigens for binding position prediction. Task: Token-level Classification. Given an antigen amino acid sequence, predict which amino acid positions are active epitope sites capable of antibody binding. Output is a list of indices for active positions. Given the antigen sequence: KEGYLMDHEGCKLSCFIRPSGYCGRECGIKKGSSGYCAWPACYCYGLPNWVKVWDRATNKC, which amino acid positions are active epitope sites? The epitope positions are: [36, 37, 38, 39, 40, 41, 42, 43, 44, 45, 46, 47, 48, 49, 50]. The amino acids at these positions are: CAWPACYCYGLPNWV.